Dataset: Peptide-MHC class I binding affinity with 185,985 pairs from IEDB/IMGT. Task: Regression. Given a peptide amino acid sequence and an MHC pseudo amino acid sequence, predict their binding affinity value. This is MHC class I binding data. (1) The peptide sequence is FFGETSHNY. The MHC is HLA-A80:01 with pseudo-sequence HLA-A80:01. The binding affinity (normalized) is 0.0847. (2) The peptide sequence is ALLADKFPV. The MHC is HLA-A02:03 with pseudo-sequence HLA-A02:03. The binding affinity (normalized) is 0.408. (3) The peptide sequence is YVVSRRGDL. The MHC is HLA-B58:01 with pseudo-sequence HLA-B58:01. The binding affinity (normalized) is 0.0847. (4) The peptide sequence is LCCSLDHSK. The MHC is HLA-A33:01 with pseudo-sequence HLA-A33:01. The binding affinity (normalized) is 0.177.